Regression. Given a peptide amino acid sequence and an MHC pseudo amino acid sequence, predict their binding affinity value. This is MHC class I binding data. From a dataset of Peptide-MHC class I binding affinity with 185,985 pairs from IEDB/IMGT. (1) The peptide sequence is TEANAGQFL. The MHC is HLA-B40:01 with pseudo-sequence HLA-B40:01. The binding affinity (normalized) is 0.646. (2) The peptide sequence is DTPLIPLTIF. The MHC is HLA-A02:02 with pseudo-sequence HLA-A02:02. The binding affinity (normalized) is 0.220.